Predict the reaction yield, written as a fraction of the theoretical maximum amount of product (1.0 means a 100% yield; for example, 0.34 means a 34% yield). From a dataset of Reaction yield outcomes from USPTO patents with 853,638 reactions. The reactants are [Si:1]([O:8][CH2:9][C@@H:10]1[CH2:14][C@@H:13]([N:15]2[C:19]3[N:20]=[CH:21][N:22]=[C:23]([NH:24][C@@H:25]4[C:33]5[C:28](=[CH:29][CH:30]=[CH:31][CH:32]=5)[CH2:27][CH2:26]4)[C:18]=3[CH:17]=[CH:16]2)[C@H:12]([OH:34])[C@@H:11]1[OH:35])([C:4]([CH3:7])([CH3:6])[CH3:5])([CH3:3])[CH3:2].[C:36](N1C=CN=C1)(N1C=CN=C1)=[S:37]. The catalyst is CN(C=O)C. The product is [Si:1]([O:8][CH2:9][C@H:10]1[C@@H:11]2[C@@H:12]([O:34][C:36](=[S:37])[O:35]2)[C@H:13]([N:15]2[C:19]3[N:20]=[CH:21][N:22]=[C:23]([NH:24][C@@H:25]4[C:33]5[C:28](=[CH:29][CH:30]=[CH:31][CH:32]=5)[CH2:27][CH2:26]4)[C:18]=3[CH:17]=[CH:16]2)[CH2:14]1)([C:4]([CH3:7])([CH3:5])[CH3:6])([CH3:2])[CH3:3]. The yield is 0.810.